The task is: Predict the product of the given reaction.. This data is from Forward reaction prediction with 1.9M reactions from USPTO patents (1976-2016). (1) Given the reactants [CH3:1]N(C)C=O.O1CCCC1.C(Cl)(=O)C(Cl)=O.[CH3:17][O:18][C:19](=[O:44])[C:20]1[CH:25]=[CH:24][C:23]([CH2:26][CH2:27][C:28]([C:30]2[CH:35]=[CH:34][C:33]([Cl:36])=[CH:32][C:31]=2[NH:37][C:38]2[CH:43]=[CH:42][CH:41]=[CH:40][N:39]=2)=[O:29])=[CH:22][CH:21]=1, predict the reaction product. The product is: [CH3:17][O:18][C:19](=[O:44])[C:20]1[CH:25]=[CH:24][C:23]([CH2:26][C:27]2[C:28](=[O:29])[C:30]3[C:31](=[CH:32][C:33]([Cl:36])=[CH:34][CH:35]=3)[N:37]([C:38]3[CH:43]=[CH:42][CH:41]=[CH:40][N:39]=3)[CH:1]=2)=[CH:22][CH:21]=1. (2) Given the reactants [C:1]1([N:7]2[C:12](=[O:13])[C:11]3[S:14][CH:15]=[C:16]([C:17]4[CH:22]=[CH:21][CH:20]=[CH:19][CH:18]=4)[C:10]=3[N:9]=[CH:8]2)[CH:6]=[CH:5][CH:4]=[CH:3][CH:2]=1.NC1C(C2C=CC=CC=2)=CSC=1C(OC)=O.C(OCC)(OCC)OCC.C1(N)CCCCC1, predict the reaction product. The product is: [CH:1]1([N:7]2[C:12](=[O:13])[C:11]3[S:14][CH:15]=[C:16]([C:17]4[CH:18]=[CH:19][CH:20]=[CH:21][CH:22]=4)[C:10]=3[N:9]=[CH:8]2)[CH2:6][CH2:5][CH2:4][CH2:3][CH2:2]1.